From a dataset of Reaction yield outcomes from USPTO patents with 853,638 reactions. Predict the reaction yield, written as a fraction of the theoretical maximum amount of product (1.0 means a 100% yield; for example, 0.34 means a 34% yield). (1) The reactants are [CH2:1]([N:3]1[C:11]2[C:6](=[CH:7][C:8]([C:12](=O)[CH2:13][C:14]([O:16]CC)=O)=[CH:9][CH:10]=2)[CH:5]=[N:4]1)[CH3:2].CC1C=CC(S(O)(=O)=O)=CC=1.[O:31]1[C:35]2[CH:36]=[CH:37][CH:38]=[CH:39][C:34]=2[N:33]=[C:32]1[C:40]1[CH:41]=[N:42][NH:43][C:44]=1[NH2:45]. The catalyst is C1(OC2C=CC=CC=2)C=CC=CC=1. The product is [O:31]1[C:35]2[CH:36]=[CH:37][CH:38]=[CH:39][C:34]=2[N:33]=[C:32]1[C:40]1[CH:41]=[N:42][N:43]2[C:14](=[O:16])[CH:13]=[C:12]([C:8]3[CH:7]=[C:6]4[C:11](=[CH:10][CH:9]=3)[N:3]([CH2:1][CH3:2])[N:4]=[CH:5]4)[NH:45][C:44]=12. The yield is 0.270. (2) The reactants are [N:1]1O[C:3]([O-])=[C:4]2[N+:9]=1[CH2:8][CH2:7][O:6][CH2:5]2.[C:11]([O:15][CH2:16][CH3:17])(=[O:14])[C:12]#C. The catalyst is C1(C)C(C)=CC=CC=1. The product is [N:1]1[N:9]2[C:4]([CH2:5][O:6][CH2:7][CH2:8]2)=[CH:3][C:12]=1[C:11]([O:15][CH2:16][CH3:17])=[O:14]. The yield is 0.550. (3) The reactants are [Cl:1][C:2]1[N:7]=[C:6]([NH:8][C@@H:9]2[CH2:14][CH2:13][CH2:12][CH2:11][C@H:10]2[NH:15][S:16]([CH3:19])(=[O:18])=[O:17])[C:5]([Cl:20])=[CH:4][N:3]=1.[C:21](=O)([O-])[O-].[Cs+].[Cs+].CI. The catalyst is CC(C)=O. The product is [Cl:1][C:2]1[N:7]=[C:6]([NH:8][C@@H:9]2[CH2:14][CH2:13][CH2:12][CH2:11][C@H:10]2[N:15]([CH3:21])[S:16]([CH3:19])(=[O:18])=[O:17])[C:5]([Cl:20])=[CH:4][N:3]=1. The yield is 1.00. (4) The reactants are [CH2:1]([O:3][C:4]([C:6]1[C:10]([CH2:11][OH:12])=[CH:9][S:8][C:7]=1[NH:13][C:14]([O:16][C:17]([CH3:20])([CH3:19])[CH3:18])=[O:15])=[O:5])[CH3:2]. The catalyst is C(Cl)Cl.[O-2].[O-2].[Mn+4]. The product is [CH2:1]([O:3][C:4]([C:6]1[C:10]([CH:11]=[O:12])=[CH:9][S:8][C:7]=1[NH:13][C:14]([O:16][C:17]([CH3:18])([CH3:20])[CH3:19])=[O:15])=[O:5])[CH3:2]. The yield is 0.950. (5) The reactants are C[O:2][C:3]1[CH:20]=[CH:19][C:18]2[C:5](=[CH:6][CH:7]=[C:8]3[C:17]=2[CH:16]([C:21]2[CH:26]=[CH:25][C:24]([O:27][CH2:28][CH2:29][N:30]4[CH2:35][CH2:34][CH2:33][CH2:32][CH2:31]4)=[CH:23][CH:22]=2)[O:15][C:14]2[C:9]3=[CH:10][CH:11]=[C:12]([CH2:36][OH:37])[CH:13]=2)[CH:4]=1.[Na]. The catalyst is CN(C=O)C. The product is [OH:37][CH2:36][C:12]1[CH:13]=[C:14]2[C:9](=[CH:10][CH:11]=1)[C:8]1[C:17](=[C:18]3[C:5](=[CH:6][CH:7]=1)[CH:4]=[C:3]([OH:2])[CH:20]=[CH:19]3)[CH:16]([C:21]1[CH:26]=[CH:25][C:24]([O:27][CH2:28][CH2:29][N:30]3[CH2:31][CH2:32][CH2:33][CH2:34][CH2:35]3)=[CH:23][CH:22]=1)[O:15]2. The yield is 0.620. (6) The reactants are C(Cl)(Cl)Cl.[C:5]([C:9]1[CH:14]=[CH:13][C:12]([CH:15]2[C:19]([OH:20])=[C:18]([C:21]([CH3:23])=[O:22])[CH2:17][S:16]2)=[CH:11][CH:10]=1)([CH3:8])([CH3:7])[CH3:6].S(Cl)(Cl)(=O)=O. The catalyst is O. The product is [C:5]([C:9]1[CH:10]=[CH:11][C:12]([C:15]2[S:16][CH:17]=[C:18]([C:21]([CH3:23])=[O:22])[C:19]=2[OH:20])=[CH:13][CH:14]=1)([CH3:8])([CH3:6])[CH3:7]. The yield is 0.630.